Dataset: Peptide-MHC class II binding affinity with 134,281 pairs from IEDB. Task: Regression. Given a peptide amino acid sequence and an MHC pseudo amino acid sequence, predict their binding affinity value. This is MHC class II binding data. (1) The peptide sequence is YEGLSYRSLQPEEFA. The MHC is HLA-DQA10501-DQB10201 with pseudo-sequence HLA-DQA10501-DQB10201. The binding affinity (normalized) is 0.604. (2) The peptide sequence is FSSWETVCDSLDDYN. The MHC is DRB4_0101 with pseudo-sequence DRB4_0103. The binding affinity (normalized) is 0.